From a dataset of Merck oncology drug combination screen with 23,052 pairs across 39 cell lines. Regression. Given two drug SMILES strings and cell line genomic features, predict the synergy score measuring deviation from expected non-interaction effect. (1) Drug 1: O=C(NOCC(O)CO)c1ccc(F)c(F)c1Nc1ccc(I)cc1F. Drug 2: CNC(=O)c1cc(Oc2ccc(NC(=O)Nc3ccc(Cl)c(C(F)(F)F)c3)cc2)ccn1. Cell line: ES2. Synergy scores: synergy=8.68. (2) Drug 2: CCC1(O)C(=O)OCc2c1cc1n(c2=O)Cc2cc3c(CN(C)C)c(O)ccc3nc2-1. Cell line: A375. Synergy scores: synergy=-3.39. Drug 1: C=CCn1c(=O)c2cnc(Nc3ccc(N4CCN(C)CC4)cc3)nc2n1-c1cccc(C(C)(C)O)n1. (3) Drug 1: O=c1[nH]cc(F)c(=O)[nH]1. Drug 2: CC(C)CC(NC(=O)C(Cc1ccccc1)NC(=O)c1cnccn1)B(O)O. Cell line: UWB1289BRCA1. Synergy scores: synergy=-2.82. (4) Drug 1: CN(Cc1cnc2nc(N)nc(N)c2n1)c1ccc(C(=O)NC(CCC(=O)O)C(=O)O)cc1. Drug 2: NC1(c2ccc(-c3nc4ccn5c(=O)[nH]nc5c4cc3-c3ccccc3)cc2)CCC1. Cell line: NCIH460. Synergy scores: synergy=-21.2.